The task is: Predict the reaction yield, written as a fraction of the theoretical maximum amount of product (1.0 means a 100% yield; for example, 0.34 means a 34% yield).. This data is from Reaction yield outcomes from USPTO patents with 853,638 reactions. (1) The reactants are [C:1]([N:5]1[C:9]([Cl:10])=[C:8]([CH2:11]O)[C:7]([C:13]([F:16])([F:15])[F:14])=[N:6]1)([CH3:4])([CH3:3])[CH3:2].P(Br)(Br)[Br:18]. The catalyst is C(OCC)C. The product is [Br:18][CH2:11][C:8]1[C:7]([C:13]([F:16])([F:15])[F:14])=[N:6][N:5]([C:1]([CH3:4])([CH3:3])[CH3:2])[C:9]=1[Cl:10]. The yield is 0.873. (2) The reactants are [OH:1][NH:2][C:3]([C:5]1[CH:9]=[CH:8][O:7][CH:6]=1)=[NH:4].[CH3:10][O:11][C:12]1[CH:13]=[C:14]([OH:21])[C:15](=[CH:19][CH:20]=1)[C:16](O)=O. No catalyst specified. The product is [O:7]1[CH:8]=[CH:9][C:5]([C:3]2[N:4]=[C:16]([C:15]3[CH:19]=[CH:20][C:12]([O:11][CH3:10])=[CH:13][C:14]=3[OH:21])[O:1][N:2]=2)=[CH:6]1. The yield is 0.0300. (3) The reactants are [O:1]1[CH2:6][CH2:5][CH:4]([OH:7])[CH2:3][CH2:2]1.[C:8]1([CH3:18])[CH:13]=[CH:12][C:11]([S:14](Cl)(=[O:16])=[O:15])=[CH:10][CH:9]=1. The catalyst is N1C=CC=CC=1.C(Cl)Cl. The product is [O:1]1[CH2:6][CH2:5][CH:4]([O:7][S:14]([C:11]2[CH:12]=[CH:13][C:8]([CH3:18])=[CH:9][CH:10]=2)(=[O:16])=[O:15])[CH2:3][CH2:2]1. The yield is 0.900. (4) The product is [CH:17]([C:5]1[CH:4]=[C:3]([O:20][CH3:21])[C:2]([N:1]=[C:29]=[S:30])=[CH:16][C:6]=1[O:7][C:8]1[C:9]([NH2:15])=[N:10][C:11]([NH2:14])=[N:12][CH:13]=1)([CH3:19])[CH3:18]. The yield is 0.360. The reactants are [NH2:1][C:2]1[C:3]([O:20][CH3:21])=[CH:4][C:5]([CH:17]([CH3:19])[CH3:18])=[C:6]([CH:16]=1)[O:7][C:8]1[C:9]([NH2:15])=[N:10][C:11]([NH2:14])=[N:12][CH:13]=1.C(O)(C(F)(F)F)=O.[C:29](Cl)(Cl)=[S:30].[OH-].[Na+]. The catalyst is O. (5) The reactants are [Cl:1][CH2:2][C:3]([NH:5][CH2:6][C:7]#[C:8][C:9]1[CH:10]=[C:11]2[C:16](=[CH:17][CH:18]=1)[N:15]=[CH:14][N:13]=[C:12]2Cl)=[O:4].[CH3:20][C:21]1[CH:22]=[C:23]([CH:25]=[CH:26][C:27]=1[O:28][C:29]1[CH:34]=[CH:33][CH:32]=[CH:31][CH:30]=1)[NH2:24]. The catalyst is ClCCCl.C(O)(C)(C)C.C(OCC)(=O)C. The product is [Cl:1][CH2:2][C:3]([NH:5][CH2:6][C:7]#[C:8][C:9]1[CH:10]=[C:11]2[C:16](=[CH:17][CH:18]=1)[N:15]=[CH:14][N:13]=[C:12]2[NH:24][C:23]1[CH:25]=[CH:26][C:27]([O:28][C:29]2[CH:34]=[CH:33][CH:32]=[CH:31][CH:30]=2)=[C:21]([CH3:20])[CH:22]=1)=[O:4]. The yield is 0.900. (6) The catalyst is FC(F)(F)C(O)=O. The yield is 0.710. The reactants are [Cl:1][CH2:2][C:3]([C:5]1[CH:6]=[C:7]2[C:12](=[C:13]([CH3:15])[CH:14]=1)[NH:11][C:10](=[O:16])[CH2:9][C:8]2([CH3:18])[CH3:17])=O.C([SiH](CC)CC)C. The product is [Cl:1][CH2:2][CH2:3][C:5]1[CH:6]=[C:7]2[C:12](=[C:13]([CH3:15])[CH:14]=1)[NH:11][C:10](=[O:16])[CH2:9][C:8]2([CH3:18])[CH3:17]. (7) The reactants are C(N(CC)CC)C.Cl.[Br:9][C:10]1[CH:11]=[C:12]2[C:16](=[C:17]([C:19]([NH2:21])=[O:20])[CH:18]=1)[NH:15][CH:14]=[C:13]2[CH:22]1[CH2:27][CH2:26][NH:25][CH2:24][CH2:23]1.[CH3:28][CH:29]([S:31](Cl)(=[O:33])=[O:32])[CH3:30]. The catalyst is CN(C=O)C.CCOC(C)=O.O. The product is [Br:9][C:10]1[CH:11]=[C:12]2[C:16](=[C:17]([C:19]([NH2:21])=[O:20])[CH:18]=1)[NH:15][CH:14]=[C:13]2[CH:22]1[CH2:27][CH2:26][N:25]([S:31]([CH:29]([CH3:30])[CH3:28])(=[O:33])=[O:32])[CH2:24][CH2:23]1. The yield is 0.750.